This data is from Peptide-MHC class I binding affinity with 185,985 pairs from IEDB/IMGT. The task is: Regression. Given a peptide amino acid sequence and an MHC pseudo amino acid sequence, predict their binding affinity value. This is MHC class I binding data. The peptide sequence is HRCQAIRK. The MHC is HLA-A31:01 with pseudo-sequence HLA-A31:01. The binding affinity (normalized) is 0.